Regression/Classification. Given a drug SMILES string, predict its toxicity properties. Task type varies by dataset: regression for continuous values (e.g., LD50, hERG inhibition percentage) or binary classification for toxic/non-toxic outcomes (e.g., AMES mutagenicity, cardiotoxicity, hepatotoxicity). Dataset: herg. From a dataset of hERG channel blocking data for cardiac toxicity assessment. (1) The drug is O=C1CN(CCc2ccc(F)cc2)CCN1[C@H]1CCc2cc(CN3CCS(=O)(=O)CC3)ccc2C1. The result is 1 (blocker). (2) The compound is Cc1nnc2n1-c1ccc(Cl)cc1C(c1ccccc1Cl)=NC2. The result is 0 (non-blocker). (3) The drug is C[C@@H]([NH2+]C(C)(C)C)C(=O)c1cccc(Cl)c1. The result is 0 (non-blocker). (4) The result is 1 (blocker). The compound is CCOC(=O)[C@@H]1[C@@H](OC(=O)c2ccccc2)C[C@@H]2CC[C@H]1[NH+]2C. (5) The compound is CC(C)c1nc(CN(C)C(=O)N[C@H](C(=O)N[C@@H](Cc2ccccc2)C[C@H](O)[C@H](Cc2ccccc2)NC(=O)OCc2cncs2)C(C)C)cs1. The result is 1 (blocker). (6) The compound is CNS(=O)(=O)Cc1ccc2c(c1)C(CC[NH+](C)C)C=N2. The result is 0 (non-blocker). (7) The compound is CC[C@H]1OC(=O)[C@@H](C)[C@@H](O[C@H]2C[C@@](C)(OC)[C@@H](O)[C@H](C)O2)[C@H](C)[C@@H](O[C@@H]2O[C@H](C)C[C@H]([NH2+]C)[C@@H]2O)[C@](C)(O)C[C@@H](C)C(=O)[C@H](C)[C@@H](O)[C@]1(C)O. The result is 0 (non-blocker).